The task is: Predict the reactants needed to synthesize the given product.. This data is from Retrosynthesis with 50K atom-mapped reactions and 10 reaction types from USPTO. (1) Given the product COc1ccc(S(=O)(=O)N(Cc2nnn[nH]2)c2ccc(Cl)cc2Cc2c(F)cccc2F)cc1OC, predict the reactants needed to synthesize it. The reactants are: COc1ccc(S(=O)(=O)N(CC#N)c2ccc(Cl)cc2Cc2c(F)cccc2F)cc1OC.C[Si](C)(C)N=[N+]=[N-]. (2) Given the product CS(=O)(=O)Nc1ccc(CO)cc1, predict the reactants needed to synthesize it. The reactants are: CCOC(=O)c1ccc(NS(C)(=O)=O)cc1. (3) Given the product CC(C)(C)OC(=O)C(C(=O)OC(C)(C)C)c1cc(F)cc(N)c1[N+](=O)[O-], predict the reactants needed to synthesize it. The reactants are: CC(C)(C)OC(=O)C(C(=O)OC(C)(C)C)c1cc(F)cc(F)c1[N+](=O)[O-].N.